From a dataset of Forward reaction prediction with 1.9M reactions from USPTO patents (1976-2016). Predict the product of the given reaction. (1) Given the reactants [CH:1]1([O:5][C:6]2[C:15]([C:16]3[CH:17]=[N:18][NH:19][CH:20]=3)=[CH:14][CH:13]=[C:12]3[C:7]=2[CH2:8][CH2:9][C@H:10]([CH3:25])[N:11]3[C:21]([O:23][CH3:24])=[O:22])[CH2:4][CH2:3][CH2:2]1.CS(O[CH:31]1[CH2:36][CH2:35][S:34](=[O:38])(=[O:37])[CH2:33][CH2:32]1)(=O)=O.C(=O)([O-])[O-].[Cs+].[Cs+], predict the reaction product. The product is: [CH:1]1([O:5][C:6]2[C:15]([C:16]3[CH:20]=[N:19][N:18]([CH:31]4[CH2:36][CH2:35][S:34](=[O:38])(=[O:37])[CH2:33][CH2:32]4)[CH:17]=3)=[CH:14][CH:13]=[C:12]3[C:7]=2[CH2:8][CH2:9][C@H:10]([CH3:25])[N:11]3[C:21]([O:23][CH3:24])=[O:22])[CH2:2][CH2:3][CH2:4]1. (2) The product is: [F:1][C:2]1[CH:3]=[C:4]([CH:14]([NH:16][C:17]([C:19]2[N:20]=[C:21]([O:36][C:27]3[CH:28]=[CH:29][CH:30]=[C:31]([C:32]([F:33])([F:34])[F:35])[C:26]=3[Cl:25])[O:22][CH:23]=2)=[O:18])[CH3:15])[CH:5]=[C:6]([F:13])[C:7]=1[NH:8][S:9]([CH3:12])(=[O:11])=[O:10]. Given the reactants [F:1][C:2]1[CH:3]=[C:4]([CH:14]([NH:16][C:17]([C:19]2[N:20]=[C:21](Cl)[O:22][CH:23]=2)=[O:18])[CH3:15])[CH:5]=[C:6]([F:13])[C:7]=1[NH:8][S:9]([CH3:12])(=[O:11])=[O:10].[Cl:25][C:26]1[C:31]([C:32]([F:35])([F:34])[F:33])=[CH:30][CH:29]=[CH:28][C:27]=1[OH:36], predict the reaction product. (3) The product is: [CH2:1]([O:3][C:4](=[O:19])[CH:5]([C:21]1[CH:22]=[C:23]([C:24]#[N:25])[CH:26]=[CH:27][C:28]=1[N+:29]([O-:31])=[O:30])[C:6]1[CH:11]=[CH:10][C:9]([CH2:12][N:13]2[CH2:18][CH2:17][O:16][CH2:15][CH2:14]2)=[CH:8][N:7]=1)[CH3:2]. Given the reactants [CH2:1]([O:3][C:4](=[O:19])[CH2:5][C:6]1[CH:11]=[CH:10][C:9]([CH2:12][N:13]2[CH2:18][CH2:17][O:16][CH2:15][CH2:14]2)=[CH:8][N:7]=1)[CH3:2].F[C:21]1[CH:22]=[C:23]([CH:26]=[CH:27][C:28]=1[N+:29]([O-:31])=[O:30])[C:24]#[N:25].CC(C)([O-])C.[Li+].[Cl-].[NH4+], predict the reaction product. (4) The product is: [CH:1]1([C:7]2[N:12]([C:13]3[CH:18]=[CH:17][CH:16]=[C:15]([O:19][C:20]4[CH:21]=[CH:22][CH:23]=[CH:24][CH:25]=4)[CH:14]=3)[C:11](=[O:26])[C:10]([C:47]([NH:48][CH2:61][C:62]([OH:64])=[O:63])=[O:72])=[C:9]([OH:27])[N:8]=2)[CH2:2][CH2:3][CH2:4][CH2:5][CH2:6]1. Given the reactants [CH:1]1([C:7]2[N:12]([C:13]3[CH:18]=[CH:17][CH:16]=[C:15]([O:19][C:20]4[CH:25]=[CH:24][CH:23]=[CH:22][CH:21]=4)[CH:14]=3)[C:11](=[O:26])[CH:10]=[C:9]([OH:27])[N:8]=2)[CH2:6][CH2:5][CH2:4][CH2:3][CH2:2]1.[Cl-].C[Al+]C.CCCCCC.O(C1C=[C:47](C=CC=1)[NH2:48])C1C=CC=CC=1.C1(C#N)CCCCC1.C(OCC)(=O)[CH2:61][C:62]([O:64]CC)=[O:63].C[O-:72].[Na+], predict the reaction product. (5) Given the reactants [N+:1]([O-:4])(O)=[O:2].[CH3:5][S:6][C:7]1[S:8][C:9]2[CH:15]=[CH:14][CH:13]=[CH:12][C:10]=2[N:11]=1, predict the reaction product. The product is: [CH3:5][S:6][C:7]1[S:8][C:9]2[CH:15]=[C:14]([N+:1]([O-:4])=[O:2])[CH:13]=[CH:12][C:10]=2[N:11]=1. (6) Given the reactants FC1N(C)C(O)CN(C2C=CC(N[C:17]3[N:22]=[C:21]([C:23]4[CH:24]=[C:25]([NH:29][C:30](=[O:33])[CH:31]=[CH2:32])[CH:26]=[CH:27][CH:28]=4)[C:20]([NH:34][C:35]4[CH:40]=[CH:39][CH:38]=[C:37]([F:41])[CH:36]=4)=[CH:19][N:18]=3)=CC=2)C1.[Cl:42]C1N=C(Cl)C(NC2C=CC=C(F)C=2)=CN=1.C(NC1C=C(B(O)O)C=CC=1)(=O)C=C, predict the reaction product. The product is: [Cl:42][C:17]1[N:22]=[C:21]([C:23]2[CH:24]=[C:25]([NH:29][C:30](=[O:33])[CH:31]=[CH2:32])[CH:26]=[CH:27][CH:28]=2)[C:20]([NH:34][C:35]2[CH:40]=[CH:39][CH:38]=[C:37]([F:41])[CH:36]=2)=[CH:19][N:18]=1.